From a dataset of Forward reaction prediction with 1.9M reactions from USPTO patents (1976-2016). Predict the product of the given reaction. Given the reactants [C:1]([O:5][C:6]([NH:8][CH:9]1[C:27](=[O:28])[N:26]2[CH:22]([CH2:23][CH:24]([O:29][C:30]3[C:39]4[C:34](=[CH:35][CH:36]=[CH:37][CH:38]=4)[CH:33]=[CH:32][N:31]=3)[CH2:25]2)[C:21](=[O:40])[NH:20][C:19]2([C:41]([OH:43])=O)[CH:17]([CH2:18]2)[CH:16]=[CH:15][CH2:14][CH2:13][CH2:12][CH2:11][CH2:10]1)=[O:7])([CH3:4])([CH3:3])[CH3:2].[CH2:44]([C:47]1([S:50]([NH2:53])(=[O:52])=[O:51])[CH2:49][CH2:48]1)[CH2:45][CH3:46], predict the reaction product. The product is: [C:1]([O:5][C:6](=[O:7])[NH:8][CH:9]1[C:27](=[O:28])[N:26]2[CH:22]([CH2:23][CH:24]([O:29][C:30]3[C:39]4[C:34](=[CH:35][CH:36]=[CH:37][CH:38]=4)[CH:33]=[CH:32][N:31]=3)[CH2:25]2)[C:21](=[O:40])[NH:20][C:19]2([C:41]([NH:53][S:50]([C:47]3([CH2:44][CH2:45][CH3:46])[CH2:49][CH2:48]3)(=[O:52])=[O:51])=[O:43])[CH:17]([CH2:18]2)[CH:16]=[CH:15][CH2:14][CH2:13][CH2:12][CH2:11][CH2:10]1)([CH3:3])([CH3:2])[CH3:4].